This data is from Reaction yield outcomes from USPTO patents with 853,638 reactions. The task is: Predict the reaction yield, written as a fraction of the theoretical maximum amount of product (1.0 means a 100% yield; for example, 0.34 means a 34% yield). The reactants are [Br:1][C:2]1[CH:11]=[C:10]2[C:5]([CH:6]=[CH:7][C:8](=[O:12])[NH:9]2)=[CH:4][CH:3]=1.[C:13]([O:17][CH2:18][CH3:19])(=[O:16])[CH:14]=[CH2:15]. No catalyst specified. The product is [CH2:18]([O:17][C:13](=[O:16])[CH2:14][CH2:15][N:9]1[C:10]2[C:5](=[CH:4][CH:3]=[C:2]([Br:1])[CH:11]=2)[CH:6]=[CH:7][C:8]1=[O:12])[CH3:19]. The yield is 0.940.